This data is from KCNQ2 potassium channel screen with 302,405 compounds. The task is: Binary Classification. Given a drug SMILES string, predict its activity (active/inactive) in a high-throughput screening assay against a specified biological target. (1) The drug is O1C(COc2c1cccc2)C(=O)Nc1c2c(oc1C(=O)N)cccc2. The result is 0 (inactive). (2) The drug is O(C(C)C(OC)=O)c1n[nH]c(=O)cc1. The result is 0 (inactive). (3) The compound is O=C(Nc1ncc(cc1)C)c1nc2c(cc1)cccc2. The result is 0 (inactive).